From a dataset of Full USPTO retrosynthesis dataset with 1.9M reactions from patents (1976-2016). Predict the reactants needed to synthesize the given product. (1) Given the product [Cl:1][CH2:2][CH2:3][CH2:4][CH2:5][N:6]1[C:10]2[C:11](=[N:21][OH:22])[CH2:12][CH2:13][N:14]([CH3:18])[S:15](=[O:17])(=[O:16])[C:9]=2[CH:8]=[CH:7]1, predict the reactants needed to synthesize it. The reactants are: [Cl:1][CH2:2][CH2:3][CH2:4][CH2:5][N:6]1[C:10]2[C:11](=O)[CH2:12][CH2:13][N:14]([CH3:18])[S:15](=[O:17])(=[O:16])[C:9]=2[CH:8]=[CH:7]1.Cl.[NH2:21][OH:22].C([O-])(=O)C.[Na+]. (2) Given the product [OH:1][C:2]1[CH:3]=[C:4]([NH:8][C:9](=[O:10])[NH:11][C:12]2[CH:13]=[CH:14][C:15]([C:28]3[N:29]=[C:30]([N:42]4[CH2:47][CH2:46][O:45][CH2:44][C@@H:43]4[CH3:48])[C:31]4[CH2:36][N:35]([C:37]([O:39][CH2:40][CH3:41])=[O:38])[CH2:34][C:32]=4[N:33]=3)=[CH:16][CH:17]=2)[CH:5]=[CH:6][CH:7]=1, predict the reactants needed to synthesize it. The reactants are: [OH:1][C:2]1[CH:3]=[C:4]([NH:8][C:9]([NH:11][C:12]2[CH:17]=[CH:16][C:15](B3OC(C)(C)C(C)(C)O3)=[CH:14][CH:13]=2)=[O:10])[CH:5]=[CH:6][CH:7]=1.Cl[C:28]1[N:29]=[C:30]([N:42]2[CH2:47][CH2:46][O:45][CH2:44][C@@H:43]2[CH3:48])[C:31]2[CH2:36][N:35]([C:37]([O:39][CH2:40][CH3:41])=[O:38])[CH2:34][C:32]=2[N:33]=1. (3) The reactants are: [S:1]1[C:12]2[C:4](=[CH:5][CH:6]=[C:7]3[C:11]=2[C:10](=O)[C:9](=[O:14])[NH:8]3)[N:3]=[CH:2]1.Cl.[F:16][C:17]1[CH:18]=[C:19]([NH:23][NH2:24])[CH:20]=[CH:21][CH:22]=1. Given the product [F:16][C:17]1[CH:18]=[C:19]([NH:23][N:24]=[C:10]2[C:11]3[C:7](=[CH:6][CH:5]=[C:4]4[N:3]=[CH:2][S:1][C:12]4=3)[NH:8][C:9]2=[O:14])[CH:20]=[CH:21][CH:22]=1, predict the reactants needed to synthesize it. (4) The reactants are: [F:1][C:2]1[CH:7]=[CH:6][C:5]([C:8]2[N:12]([CH3:13])[N:11]=[CH:10][C:9]=2[CH:14]=[O:15])=[CH:4][CH:3]=1.[H-].[Al+3].[Li+].[H-].[H-].[H-].O.O.O.O.O.O.O.O.O.O.S([O-])([O-])(=O)=O.[Na+].[Na+].O[C:40]1[CH:49]=[CH:48][C:43]([C:44]([O:46][CH3:47])=[O:45])=[CH:42][CH:41]=1.C(P(CCCC)CCCC)CCC.N(C(N1CCCCC1)=O)=NC(N1CCCCC1)=O. Given the product [F:1][C:2]1[CH:3]=[CH:4][C:5]([C:8]2[N:12]([CH3:13])[N:11]=[CH:10][C:9]=2[CH2:14][O:15][C:40]2[CH:49]=[CH:48][C:43]([C:44]([O:46][CH3:47])=[O:45])=[CH:42][CH:41]=2)=[CH:6][CH:7]=1, predict the reactants needed to synthesize it.